This data is from Full USPTO retrosynthesis dataset with 1.9M reactions from patents (1976-2016). The task is: Predict the reactants needed to synthesize the given product. (1) Given the product [NH:26]([C:27]([O:28][CH2:29][C:30]1[CH:35]=[CH:34][CH:33]=[CH:32][CH:31]=1)=[O:36])[C@@H:24]([C:38]([OH:41])=[O:40])[CH3:20], predict the reactants needed to synthesize it. The reactants are: Cl.C([O-])(=O)C.[Na+].C(O)(=O)C.IC1C=CC(C2N=[C:20]([C@H:24]([N:26](C)[C:27](=[O:36])[O:28][CH2:29][C:30]3[CH:35]=[CH:34][CH:33]=[CH:32][CH:31]=3)C)N(C)C=2)=CC=1.[C:38]([O-:41])([OH:40])=O.[Na+]. (2) Given the product [CH3:27][C:22]1[CH:23]=[C:24]([CH3:26])[CH:25]=[C:20]([CH3:33])[C:21]=1[S:28]([O-:31])(=[O:30])=[O:29].[NH2:32][N+:6]1[CH:7]=[C:2]([Cl:1])[CH:3]=[C:4]([O:11][CH2:12][O:13][CH2:14][CH2:15][Si:16]([CH3:19])([CH3:17])[CH3:18])[C:5]=1[C:8]#[C:9][CH3:10], predict the reactants needed to synthesize it. The reactants are: [Cl:1][C:2]1[CH:3]=[C:4]([O:11][CH2:12][O:13][CH2:14][CH2:15][Si:16]([CH3:19])([CH3:18])[CH3:17])[C:5]([C:8]#[C:9][CH3:10])=[N:6][CH:7]=1.[C:20]1([CH3:33])[CH:25]=[C:24]([CH3:26])[CH:23]=[C:22]([CH3:27])[C:21]=1[S:28]([O:31][NH2:32])(=[O:30])=[O:29]. (3) Given the product [S:2]1[C:6]2[CH2:7][C:8]3[CH:9]=[CH:10][CH:11]=[CH:12][C:13]=3[C:5]=2[N:4]=[C:3]1[NH2:14], predict the reactants needed to synthesize it. The reactants are: I.[S:2]1[C:6]2[CH2:7][C:8]3[CH:9]=[CH:10][CH:11]=[CH:12][C:13]=3[C:5]=2[N:4]=[C:3]1[NH2:14]. (4) Given the product [F:34][C:35]([F:44])([F:43])[C:36]1[CH:37]=[CH:38][C:39]([O:17][CH2:18][CH2:19][C@@H:20]2[CH2:26][C@@H:25]3[C@@H:23]([CH2:24]3)[CH2:22][NH:21]2)=[N:40][CH:41]=1, predict the reactants needed to synthesize it. The reactants are: N(C(OC(C)(C)C)=O)=NC(OC(C)(C)C)=O.[OH:17][CH2:18][CH2:19][C@@H:20]1[CH2:26][C@@H:25]2[C@@H:23]([CH2:24]2)[CH2:22][N:21]1C(OC(C)(C)C)=O.[F:34][C:35]([F:44])([F:43])[C:36]1[CH:37]=[CH:38][C:39](=O)[NH:40][CH:41]=1.C(P(CCCC)CCCC)CCC. (5) Given the product [F:17][C:14]1[CH:15]=[CH:16][C:11]([C:9]2[CH:10]=[C:4]3[CH:3]=[C:2]([C:26]4[CH:27]=[C:22]([CH:23]=[CH:24][CH:25]=4)[C:20]([O:19][CH3:18])=[O:21])[CH:7]=[CH:6][N:5]3[N:8]=2)=[CH:12][CH:13]=1, predict the reactants needed to synthesize it. The reactants are: Br[C:2]1[CH:7]=[CH:6][N:5]2[N:8]=[C:9]([C:11]3[CH:16]=[CH:15][C:14]([F:17])=[CH:13][CH:12]=3)[CH:10]=[C:4]2[CH:3]=1.[CH3:18][O:19][C:20]([C:22]1[CH:23]=[C:24](B(O)O)[CH:25]=[CH:26][CH:27]=1)=[O:21].C(=O)([O-])[O-].[Cs+].[Cs+].O1CCCC1. (6) Given the product [O:23]1[C:27]2[CH:28]=[CH:29][C:30]([C:32]3[S:33][CH:34]=[C:35]([C:37]([NH:20][C:21]4[NH:10][C:9]5[CH:8]=[CH:7][C:6]([C:13]([N:15]6[CH2:19][CH2:18][CH2:17][CH2:16]6)=[O:14])=[CH:5][C:4]=5[N:1]=4)=[O:38])[N:36]=3)=[CH:31][C:26]=2[CH2:25][CH2:24]1, predict the reactants needed to synthesize it. The reactants are: [N+:1]([C:4]1[CH:5]=[C:6]([C:13]([N:15]2[CH2:19][CH2:18][CH2:17][CH2:16]2)=[O:14])[CH:7]=[CH:8][C:9]=1[N+:10]([O-])=O)([O-])=O.[N:20]#[C:21]Br.[O:23]1[C:27]2[CH:28]=[CH:29][C:30]([C:32]3[S:33][CH:34]=[C:35]([C:37](O)=[O:38])[N:36]=3)=[CH:31][C:26]=2[CH2:25][CH2:24]1.F[P-](F)(F)(F)(F)F.N1(OC(N(C)C)=[N+](C)C)C2C=CC=CC=2N=N1.C(OC(C)C)(C)C. (7) Given the product [CH:1]1([C:7]2([CH3:14])[C:11](=[O:12])[N:10]([CH2:16][C:17](=[O:18])[C:19]3[NH:20][CH:21]=[CH:22][CH:23]=3)[N:9]=[C:8]2[CH3:13])[CH2:2][CH2:3][CH2:4][CH2:5][CH2:6]1, predict the reactants needed to synthesize it. The reactants are: [CH:1]1([C:7]2([CH3:14])[C:11](=[O:12])[NH:10][N:9]=[C:8]2[CH3:13])[CH2:6][CH2:5][CH2:4][CH2:3][CH2:2]1.Cl[CH2:16][C:17]([C:19]1[NH:20][CH:21]=[CH:22][CH:23]=1)=[O:18]. (8) Given the product [F:31][C:28]1[CH:29]=[CH:30][C:25]([C:23]2[N:24]=[C:20]([CH:17]3[CH2:18][CH2:19][N:14]([C:13]4[N:12]=[CH:11][N:10]=[C:9]([NH2:37])[C:8]=4[C:5]4[CH:4]=[C:3]5[C:2](=[CH:7][CH:6]=4)[NH:38][CH:39]=[CH:40]5)[CH2:15][CH2:16]3)[N:21]([CH3:36])[CH:22]=2)=[CH:26][C:27]=1[C:32]([F:34])([F:35])[F:33], predict the reactants needed to synthesize it. The reactants are: F[C:2]1[CH:7]=[CH:6][C:5]([C:8]2[C:9]([NH2:37])=[N:10][CH:11]=[N:12][C:13]=2[N:14]2[CH2:19][CH2:18][CH:17]([C:20]3[N:21]([CH3:36])[CH:22]=[C:23]([C:25]4[CH:30]=[CH:29][C:28]([F:31])=[C:27]([C:32]([F:35])([F:34])[F:33])[CH:26]=4)[N:24]=3)[CH2:16][CH2:15]2)=[CH:4][CH:3]=1.[NH:38]1C2C(=CC(B3OC(C)(C)C(C)(C)O3)=CC=2)[CH:40]=[CH:39]1. (9) Given the product [Br:11][C:12]1[CH:13]=[C:14]([CH2:20][C:21]([C:7]2[CH:8]=[C:3]([O:2][CH3:1])[CH:4]=[CH:5][C:6]=2[O:9][CH3:10])=[O:22])[CH:15]=[C:16]([O:18][CH3:19])[CH:17]=1, predict the reactants needed to synthesize it. The reactants are: [CH3:1][O:2][C:3]1[CH:8]=[CH:7][C:6]([O:9][CH3:10])=[CH:5][CH:4]=1.[Br:11][C:12]1[CH:13]=[C:14]([CH2:20][C:21](O)=[O:22])[CH:15]=[C:16]([O:18][CH3:19])[CH:17]=1. (10) Given the product [CH:10]([NH:1][C@H:2]([C:7]([OH:9])=[O:8])[CH2:3][C:4]([OH:6])=[O:5])=[O:11], predict the reactants needed to synthesize it. The reactants are: [NH2:1][C@H:2]([C:7]([OH:9])=[O:8])[CH2:3][C:4]([OH:6])=[O:5].[CH:10](N)=[O:11].N.